Task: Predict the reactants needed to synthesize the given product.. Dataset: Full USPTO retrosynthesis dataset with 1.9M reactions from patents (1976-2016) (1) Given the product [F:11][C:12]([S:15][C:16]1[CH:17]=[C:18]([CH:19]=[CH:20][CH:21]=1)[CH:22]=[O:23])([F:14])[F:13], predict the reactants needed to synthesize it. The reactants are: CS(C)=O.C(Cl)(=O)C(Cl)=O.[F:11][C:12]([S:15][C:16]1[CH:17]=[C:18]([CH2:22][OH:23])[CH:19]=[CH:20][CH:21]=1)([F:14])[F:13].C(N(CC)CC)C. (2) Given the product [CH:8]1([CH2:13][CH2:14][C:15]([NH:18][C:19]2[NH:20][CH:21]=[C:22]([C:27]3[CH:28]=[CH:29][C:30]([N+:33]([O-:35])=[O:34])=[CH:31][CH:32]=3)[C:23]=2[C:24]([NH2:26])=[O:25])=[O:16])[CH2:12][CH2:11][CH2:10][CH2:9]1, predict the reactants needed to synthesize it. The reactants are: C(N(CC)CC)C.[CH:8]1([CH2:13][CH2:14][C:15](Cl)=[O:16])[CH2:12][CH2:11][CH2:10][CH2:9]1.[NH2:18][C:19]1[NH:20][CH:21]=[C:22]([C:27]2[CH:32]=[CH:31][C:30]([N+:33]([O-:35])=[O:34])=[CH:29][CH:28]=2)[C:23]=1[C:24]([NH2:26])=[O:25]. (3) Given the product [CH2:1]([S:3][C:4]1[CH:9]=[CH:8][CH:7]=[CH:6][C:5]=1[C:10]1[N:19]([CH3:20])[C:13]2=[N:14][CH:15]=[C:16]([S:18][CH3:22])[CH:17]=[C:12]2[N:11]=1)[CH3:2], predict the reactants needed to synthesize it. The reactants are: [CH2:1]([S:3][C:4]1[CH:9]=[CH:8][CH:7]=[CH:6][C:5]=1[C:10]1[N:19]([CH3:20])[C:13]2=[N:14][CH:15]=[C:16]([SH:18])[CH:17]=[C:12]2[N:11]=1)[CH3:2].I[CH3:22].[OH-].[K+].[Cl-].[NH4+]. (4) Given the product [O:26]1[CH:27]=[CH:28][C:24]([C:12]2[C:13]3[C:14](=[N:15][CH:16]=[C:17]([C:19]4[NH:23][CH:22]=[N:21][N:20]=4)[CH:18]=3)[NH:10][CH:11]=2)=[CH:25]1, predict the reactants needed to synthesize it. The reactants are: C1(S([N:10]2[C:14]3=[N:15][CH:16]=[C:17]([C:19]4[NH:23][CH:22]=[N:21][N:20]=4)[CH:18]=[C:13]3[C:12]([C:24]3[CH:28]=[CH:27][O:26][CH:25]=3)=[CH:11]2)(=O)=O)C=CC=CC=1.[OH-].[Na+]. (5) Given the product [CH2:1]([C:8]1[N:13]([CH3:14])[C:12](=[O:15])[C:11]([C:22]2[CH:23]=[CH:24][C:19]([O:18][CH3:17])=[C:20]([F:28])[CH:21]=2)=[CH:10][N:9]=1)[C:2]1[CH:7]=[CH:6][CH:5]=[CH:4][CH:3]=1, predict the reactants needed to synthesize it. The reactants are: [CH2:1]([C:8]1[N:13]([CH3:14])[C:12](=[O:15])[C:11](Br)=[CH:10][N:9]=1)[C:2]1[CH:7]=[CH:6][CH:5]=[CH:4][CH:3]=1.[CH3:17][O:18][C:19]1[CH:24]=[CH:23][C:22](B(O)O)=[CH:21][C:20]=1[F:28]. (6) Given the product [OH:3][CH:4]1[CH2:27][N:26]([C:28]([O:30][C:31]([CH3:34])([CH3:33])[CH3:32])=[O:29])[C:7]2=[N:8][C:9]([C:19]3[CH:24]=[CH:23][C:22]([CH3:25])=[CH:21][CH:20]=3)=[C:10]([C:12]3[CH:17]=[CH:16][C:15]([CH3:18])=[CH:14][CH:13]=3)[N:11]=[C:6]2[CH2:5]1, predict the reactants needed to synthesize it. The reactants are: S=C1O[CH:5]2[C:6]3[C:7]([N:26]([C:28]([O:30][C:31]([CH3:34])([CH3:33])[CH3:32])=[O:29])[CH2:27][CH:4]2[O:3]1)=[N:8][C:9]([C:19]1[CH:24]=[CH:23][C:22]([CH3:25])=[CH:21][CH:20]=1)=[C:10]([C:12]1[CH:17]=[CH:16][C:15]([CH3:18])=[CH:14][CH:13]=1)[N:11]=3.C([SnH](CCCC)CCCC)CCC. (7) Given the product [C:7]([C:6]1[C:2]([NH:1][C:27]2[CH:32]=[CH:31][N:30]=[C:29]([F:33])[CH:28]=2)=[N:3][N:4]([C:10]2([CH2:23][C:24]#[N:25])[CH2:15][CH2:14][N:13]([C:16]([O:18][C:19]([CH3:20])([CH3:21])[CH3:22])=[O:17])[CH2:12][CH2:11]2)[CH:5]=1)(=[O:9])[NH2:8], predict the reactants needed to synthesize it. The reactants are: [NH2:1][C:2]1[C:6]([C:7](=[O:9])[NH2:8])=[CH:5][N:4]([C:10]2([CH2:23][C:24]#[N:25])[CH2:15][CH2:14][N:13]([C:16]([O:18][C:19]([CH3:22])([CH3:21])[CH3:20])=[O:17])[CH2:12][CH2:11]2)[N:3]=1.Br[C:27]1[CH:32]=[CH:31][N:30]=[C:29]([F:33])[CH:28]=1.[O-]P([O-])([O-])=O.[K+].[K+].[K+].CC(C1C=C(C(C)C)C(C2C=CC=CC=2P(C2CCCCC2)C2CCCCC2)=C(C(C)C)C=1)C. (8) Given the product [CH3:29][C:30]1[N:25]([C:24]2[CH:23]=[CH:22][C:21]([O:20][CH2:19][CH2:18][CH2:17][N:11]3[CH2:12][CH2:13][CH2:14][CH2:15][CH2:16]3)=[CH:27][CH:26]=2)[C:1](=[O:10])[C:2]2[C:3](=[CH:5][CH:6]=[CH:7][C:8]=2[CH3:45])[N:4]=1, predict the reactants needed to synthesize it. The reactants are: [C:1]([OH:10])(=O)[C:2]1[C:3](=[CH:5][CH:6]=[CH:7][CH:8]=1)[NH2:4].[N:11]1([CH2:17][CH2:18][CH2:19][O:20][C:21]2[CH:27]=[CH:26][C:24]([NH2:25])=[CH:23][CH:22]=2)[CH2:16][CH2:15][CH2:14][CH2:13][CH2:12]1.N1(CCCOC2C=CC(N)=CC=2)CC[CH2:30][CH2:29]1.N[C:45]1C=NC(OCCCN2CCCCC2)=NC=1. (9) Given the product [Cl:9][C:10]1[N:15]=[C:14]([C:16]2[N:26]3[CH:27]=[CH:28][CH:29]=[CH:30][C:25]3=[N:24][CH:17]=2)[C:13]([O:21][CH3:22])=[CH:12][N:11]=1, predict the reactants needed to synthesize it. The reactants are: BrN1C(=O)CCC1=O.[Cl:9][C:10]1[N:15]=[C:14](/[CH:16]=[CH:17]/OCC)[C:13]([O:21][CH3:22])=[CH:12][N:11]=1.O.[NH2:24][C:25]1[CH:30]=[CH:29][CH:28]=[CH:27][N:26]=1.